Dataset: Forward reaction prediction with 1.9M reactions from USPTO patents (1976-2016). Task: Predict the product of the given reaction. (1) Given the reactants [N+:1]([C:4]1[CH:9]=[CH:8][C:7]([CH2:10][CH2:11][NH2:12])=[CH:6][CH:5]=1)([O-:3])=[O:2].Cl[CH2:14][O:15][CH:16]=[O:17], predict the reaction product. The product is: [CH3:14][O:15][C:16](=[O:17])[NH:12][CH2:11][CH2:10][C:7]1[CH:6]=[CH:5][C:4]([N+:1]([O-:3])=[O:2])=[CH:9][CH:8]=1. (2) Given the reactants [OH:1][CH2:2][CH2:3][N:4]1[CH2:9][CH2:8][N:7]([C:10]2[N:15]=[C:14]([CH3:16])[N:13]=[C:12]([NH:17][C:18]3[S:19][C:20]([C:23]([OH:25])=[O:24])=[CH:21][N:22]=3)[CH:11]=2)[CH2:6][CH2:5]1.[C:26](OC(=O)C)(=O)[CH3:27].N1[CH:38]=[CH:37][CH:36]=[CH:35][CH:34]=1, predict the reaction product. The product is: [CH2:34]([O:1][CH2:2][CH2:3][N:4]1[CH2:9][CH2:8][N:7]([C:10]2[N:15]=[C:14]([CH3:16])[N:13]=[C:12]([NH:17][C:18]3[S:19][C:20]([C:23]([OH:25])=[O:24])=[CH:21][N:22]=3)[CH:11]=2)[CH2:6][CH2:5]1)[C:35]1[CH:27]=[CH:26][CH:38]=[CH:37][CH:36]=1. (3) Given the reactants [NH:1]1[C:5]2[CH:6]=[CH:7][C:8]([NH2:10])=[CH:9][C:4]=2[N:3]=[CH:2]1.[N:11]1[S:15][N:14]=[C:13]2[CH:16]=[C:17]([CH:20]=O)[CH:18]=[CH:19][C:12]=12.C([O:24][C:25](=O)[C:26](=[O:31])[CH2:27][C:28](=[O:30])[CH3:29])C, predict the reaction product. The product is: [C:28]([C:27]1[CH:20]([C:17]2[CH:18]=[CH:19][C:12]3=[N:11][S:15][N:14]=[C:13]3[CH:16]=2)[N:10]([C:8]2[CH:7]=[CH:6][C:5]3[NH:1][CH:2]=[N:3][C:4]=3[CH:9]=2)[C:25](=[O:24])[C:26]=1[OH:31])(=[O:30])[CH3:29].